Dataset: Forward reaction prediction with 1.9M reactions from USPTO patents (1976-2016). Task: Predict the product of the given reaction. (1) Given the reactants [OH-].[Na+].[F:3][C:4]1[CH:5]=[C:6]([NH:11][C:12]2[O:16][C:15]([C:17]([NH:19][C:20]3[CH:21]=[CH:22][C:23]([O:26][C:27]4[CH:36]=[CH:35][C:30]([C:31]([O:33]C)=[O:32])=[CH:29][CH:28]=4)=[N:24][CH:25]=3)=[O:18])=[N:14][N:13]=2)[CH:7]=[CH:8][C:9]=1[F:10].Cl, predict the reaction product. The product is: [F:3][C:4]1[CH:5]=[C:6]([NH:11][C:12]2[O:16][C:15]([C:17]([NH:19][C:20]3[CH:21]=[CH:22][C:23]([O:26][C:27]4[CH:36]=[CH:35][C:30]([C:31]([OH:33])=[O:32])=[CH:29][CH:28]=4)=[N:24][CH:25]=3)=[O:18])=[N:14][N:13]=2)[CH:7]=[CH:8][C:9]=1[F:10]. (2) Given the reactants [Cl:1][C:2]1[N:7]=[C:6](Cl)[C:5]([F:9])=[CH:4][N:3]=1.C(N(CC)CC)C.[C:17]([C:19]1[CH:20]=[C:21]([NH:25][C:26](=[O:31])[C:27]([F:30])([F:29])[F:28])[CH:22]=[CH:23][CH:24]=1)#[CH:18], predict the reaction product. The product is: [Cl:1][C:2]1[N:7]=[C:6]([C:18]#[C:17][C:19]2[CH:20]=[C:21]([NH:25][C:26](=[O:31])[C:27]([F:28])([F:29])[F:30])[CH:22]=[CH:23][CH:24]=2)[C:5]([F:9])=[CH:4][N:3]=1.